This data is from Reaction yield outcomes from USPTO patents with 853,638 reactions. The task is: Predict the reaction yield, written as a fraction of the theoretical maximum amount of product (1.0 means a 100% yield; for example, 0.34 means a 34% yield). (1) The reactants are [C:1]([Si:5]([O:8]/[C:9](/[C:12]1[CH:17]=[CH:16][CH:15]=[C:14]([Cl:18])[CH:13]=1)=[CH:10]\[CH3:11])([CH3:7])[CH3:6])([CH3:4])([CH3:3])[CH3:2].Cl[CH:20](C)CC(C1C=CC=CC=1)=O.[Si](OS(C(F)(F)F)(=O)=O)(C(C)(C)C)(C)C.CCN(CC)CC. The catalyst is C(Cl)Cl. The product is [C:1]([Si:5]([O:8]/[C:9](/[C:12]1[CH:17]=[CH:16][CH:15]=[C:14]([Cl:18])[CH:13]=1)=[CH:10]\[CH2:11][CH3:20])([CH3:7])[CH3:6])([CH3:2])([CH3:3])[CH3:4]. The yield is 0.740. (2) The reactants are [C:1]1([C:7]2[N:8]=[N:9][N:10]([CH2:12][C:13]([C:15]3[CH:20]=[CH:19][CH:18]=[CH:17][CH:16]=3)=[O:14])[CH:11]=2)[CH:6]=[CH:5][CH:4]=[CH:3][CH:2]=1.[F:21][C:22]([F:29])([F:28])[S:23]([O:26]C)(=[O:25])=[O:24]. The catalyst is C(#N)C. The product is [F:21][C:22]([F:29])([F:28])[S:23]([O-:26])(=[O:25])=[O:24].[CH3:22][N:8]1[C:7]([C:1]2[CH:6]=[CH:5][CH:4]=[CH:3][CH:2]=2)=[CH:11][N+:10]([CH2:12][C:13]([C:15]2[CH:16]=[CH:17][CH:18]=[CH:19][CH:20]=2)=[O:14])=[N:9]1. The yield is 0.870. (3) The reactants are [CH2:1]([CH:11]([CH2:63][CH2:64][CH2:65][CH2:66][CH2:67][CH2:68][CH2:69][CH2:70]CCCC)[CH2:12][N:13]=[C:14]([C:16]1[C:25]2[C:24]([C:26]([OH:28])=[O:27])=[C:23]([Br:29])[C:22]([Br:30])=[C:21]([C:31]([OH:33])=[O:32])[C:20]=2[C:19]([C:34](=[N:36][CH2:37][CH:38]([CH2:51][CH2:52][CH2:53][CH2:54][CH2:55][CH2:56][CH2:57][CH2:58]CC)[CH2:39][CH2:40][CH2:41][CH2:42][CH2:43][CH2:44]CCCCCC)[OH:35])=[C:18]([Br:61])[C:17]=1[Br:62])[OH:15])[CH2:2][CH2:3][CH2:4][CH2:5][CH2:6]CCCC.C(C(CCCCCCCC)CN)CCCCC. No catalyst specified. The product is [CH2:39]([CH:38]([CH2:51][CH2:52][CH2:53][CH2:54][CH2:55][CH2:56][CH2:57][CH3:58])[CH2:37][N:36]=[C:34]([C:19]1[C:20]2[C:21]([C:31]([OH:33])=[O:32])=[C:22]([Br:30])[C:23]([Br:29])=[C:24]([C:26]([OH:28])=[O:27])[C:25]=2[C:16]([C:14](=[N:13][CH2:12][CH:11]([CH2:1][CH2:2][CH2:3][CH2:4][CH2:5][CH3:6])[CH2:63][CH2:64][CH2:65][CH2:66][CH2:67][CH2:68][CH2:69][CH3:70])[OH:15])=[C:17]([Br:62])[C:18]=1[Br:61])[OH:35])[CH2:40][CH2:41][CH2:42][CH2:43][CH3:44]. The yield is 0.180.